From a dataset of Forward reaction prediction with 1.9M reactions from USPTO patents (1976-2016). Predict the product of the given reaction. (1) Given the reactants [C:1]([O:5][C:6]([N:8]1[CH2:13][CH2:12][CH:11]([C:14]2[O:23][C:17]3=[CH:18][N:19]=[C:20](Cl)[CH:21]=[C:16]3[CH:15]=2)[CH2:10][CH2:9]1)=[O:7])([CH3:4])([CH3:3])[CH3:2].[F:24][C:25]1[CH:30]=[C:29]([S:31]([CH3:34])(=[O:33])=[O:32])[CH:28]=[CH:27][C:26]=1B(O)O.C([O-])([O-])=O.[Na+].[Na+].CO, predict the reaction product. The product is: [C:1]([O:5][C:6]([N:8]1[CH2:13][CH2:12][CH:11]([C:14]2[O:23][C:17]3=[CH:18][N:19]=[C:20]([C:26]4[CH:27]=[CH:28][C:29]([S:31]([CH3:34])(=[O:33])=[O:32])=[CH:30][C:25]=4[F:24])[CH:21]=[C:16]3[CH:15]=2)[CH2:10][CH2:9]1)=[O:7])([CH3:4])([CH3:3])[CH3:2]. (2) Given the reactants [N:1]([C:4]1[CH:9]=[CH:8][CH:7]=[C:6]([O:10][CH3:11])[CH:5]=1)=[C:2]=[O:3].[NH:12]([C:14](=[O:21])[CH2:15][C:16]([O:18][CH2:19][CH3:20])=[O:17])[NH2:13], predict the reaction product. The product is: [CH3:11][O:10][C:6]1[CH:5]=[C:4]([NH:1][C:2]([NH:13][NH:12][C:14](=[O:21])[CH2:15][C:16]([O:18][CH2:19][CH3:20])=[O:17])=[O:3])[CH:9]=[CH:8][CH:7]=1. (3) The product is: [CH2:8]([N:10]([CH2:11][CH3:12])[C:17](=[O:18])[C:16]1[CH:20]=[CH:21][CH:22]=[CH:23][C:15]=1[O:14][CH3:13])[CH3:9]. Given the reactants C1(C)C=CC=CC=1.[CH2:8]([NH:10][CH2:11][CH3:12])[CH3:9].[CH3:13][O:14][C:15]1[CH:23]=[CH:22][CH:21]=[CH:20][C:16]=1[C:17](Cl)=[O:18].Cl.C(NCC)C, predict the reaction product. (4) Given the reactants [S:1]1[C:5]2[CH:6]=[CH:7][CH:8]=[CH:9][C:4]=2[N:3]=[C:2]1[C:10]1[C:11]([NH2:25])=[N:12][CH:13]=[C:14](B2OC(C)(C)C(C)(C)O2)[CH:15]=1.[C:26]([O:30][C:31]([N:33]1[CH2:36][CH:35]([N:37]2[CH:41]=[C:40](I)[CH:39]=[N:38]2)[CH2:34]1)=[O:32])([CH3:29])([CH3:28])[CH3:27].C(=O)([O-])[O-].[K+].[K+], predict the reaction product. The product is: [C:26]([O:30][C:31]([N:33]1[CH2:36][CH:35]([N:37]2[CH:41]=[C:40]([C:14]3[CH:13]=[N:12][C:11]([NH2:25])=[C:10]([C:2]4[S:1][C:5]5[CH:6]=[CH:7][CH:8]=[CH:9][C:4]=5[N:3]=4)[CH:15]=3)[CH:39]=[N:38]2)[CH2:34]1)=[O:32])([CH3:29])([CH3:27])[CH3:28]. (5) Given the reactants [C:1]1([CH2:9][OH:10])[C:2]([CH2:7][OH:8])=[CH:3][CH:4]=[CH:5][CH:6]=1.[N+]([O-])(O)=O.O, predict the reaction product. The product is: [CH:9](=[O:10])[C:1]1[C:2](=[CH:3][CH:4]=[CH:5][CH:6]=1)[CH:7]=[O:8]. (6) The product is: [CH:1]1([N:4]([C@@H:5]([C:7]2[C:15]3[C:10](=[N:11][C:12]([CH3:16])=[CH:13][CH:14]=3)[N:9]([CH2:17][CH2:18][CH2:19][NH:20][C:21]([O:22][CH3:23])=[O:24])[N:8]=2)[CH3:6])[C:41]([C@@H:34]2[O:35][C@H:36]([CH2:38][O:39][CH3:40])[CH2:37][N:32]([C:30]([O:29][C:25]([CH3:28])([CH3:27])[CH3:26])=[O:31])[CH2:33]2)=[O:42])[CH2:3][CH2:2]1. Given the reactants [CH:1]1([NH:4][C@@H:5]([C:7]2[C:15]3[C:10](=[N:11][C:12]([CH3:16])=[CH:13][CH:14]=3)[N:9]([CH2:17][CH2:18][CH2:19][NH:20][C:21](=[O:24])[O:22][CH3:23])[N:8]=2)[CH3:6])[CH2:3][CH2:2]1.[C:25]([O:29][C:30]([N:32]1[CH2:37][C@@H:36]([CH2:38][O:39][CH3:40])[O:35][C@@H:34]([C:41](O)=[O:42])[CH2:33]1)=[O:31])([CH3:28])([CH3:27])[CH3:26].Cl.C(N=C=NCCCN(C)C)C.ON1C2C=CC=CC=2N=N1.C(=O)([O-])O.[Na+], predict the reaction product. (7) Given the reactants [C:9](O[C:9]([O:11][C:12]([CH3:15])([CH3:14])[CH3:13])=[O:10])([O:11][C:12]([CH3:15])([CH3:14])[CH3:13])=[O:10].[Br:16][C:17]1[CH:26]=[CH:25][CH:24]=[C:23]2[C:18]=1[CH2:19][C@H:20]([CH2:28][O:29][Si:30]([C:33]([CH3:36])([CH3:35])[CH3:34])([CH3:32])[CH3:31])[NH:21][C@H:22]2[CH3:27], predict the reaction product. The product is: [Br:16][C:17]1[CH:26]=[CH:25][CH:24]=[C:23]2[C:18]=1[CH2:19][C@H:20]([CH2:28][O:29][Si:30]([C:33]([CH3:34])([CH3:36])[CH3:35])([CH3:32])[CH3:31])[N:21]([C:9]([O:11][C:12]([CH3:13])([CH3:14])[CH3:15])=[O:10])[C@H:22]2[CH3:27].